Dataset: NCI-60 drug combinations with 297,098 pairs across 59 cell lines. Task: Regression. Given two drug SMILES strings and cell line genomic features, predict the synergy score measuring deviation from expected non-interaction effect. (1) Drug 1: CS(=O)(=O)C1=CC(=C(C=C1)C(=O)NC2=CC(=C(C=C2)Cl)C3=CC=CC=N3)Cl. Drug 2: CC1CCC2CC(C(=CC=CC=CC(CC(C(=O)C(C(C(=CC(C(=O)CC(OC(=O)C3CCCCN3C(=O)C(=O)C1(O2)O)C(C)CC4CCC(C(C4)OC)O)C)C)O)OC)C)C)C)OC. Cell line: CAKI-1. Synergy scores: CSS=39.6, Synergy_ZIP=3.80, Synergy_Bliss=2.93, Synergy_Loewe=-36.6, Synergy_HSA=4.07. (2) Drug 1: CC(C1=C(C=CC(=C1Cl)F)Cl)OC2=C(N=CC(=C2)C3=CN(N=C3)C4CCNCC4)N. Drug 2: C1=NNC2=C1C(=O)NC=N2. Cell line: IGROV1. Synergy scores: CSS=9.65, Synergy_ZIP=-2.10, Synergy_Bliss=0.849, Synergy_Loewe=-4.02, Synergy_HSA=-0.332.